From a dataset of Reaction yield outcomes from USPTO patents with 853,638 reactions. Predict the reaction yield, written as a fraction of the theoretical maximum amount of product (1.0 means a 100% yield; for example, 0.34 means a 34% yield). (1) The product is [C:1]([O:5][C:6]([N:8]1[CH2:13][CH2:12][CH:11]([O:14][C:15]2[CH:20]=[CH:19][CH:18]=[C:17]([NH:21][C:33](=[O:34])[C:32]3[C:36]([F:40])=[CH:37][CH:38]=[CH:39][C:31]=3[Cl:30])[N:16]=2)[CH2:10][CH:9]1[CH3:22])=[O:7])([CH3:4])([CH3:2])[CH3:3]. The catalyst is O1CCOCC1. The reactants are [C:1]([O:5][C:6]([N:8]1[CH2:13][CH2:12][CH:11]([O:14][C:15]2[CH:20]=[CH:19][CH:18]=[C:17]([NH2:21])[N:16]=2)[CH2:10][CH:9]1[CH3:22])=[O:7])([CH3:4])([CH3:3])[CH3:2].C(N(CC)CC)C.[Cl:30][C:31]1[CH:39]=[CH:38][CH:37]=[C:36]([F:40])[C:32]=1[C:33](Cl)=[O:34]. The yield is 1.00. (2) The reactants are [CH3:1][CH:2]([CH2:4][N:5]([S:29]([C:32]1[CH:33]=[CH:34][C:35]([NH2:38])=[CH:36][CH:37]=1)(=[O:31])=[O:30])[CH2:6][C@@H:7]([OH:28])[C@@H:8]([NH:16][C:17]([O:19][C@@H:20]1[C@@H:24]2[CH2:25][CH2:26][O:27][C@@H:23]2[O:22][CH2:21]1)=[O:18])[CH2:9][C:10]1[CH:11]=[CH:12][CH:13]=[CH:14][CH:15]=1)[CH3:3].CCN(C(C)C)C(C)C.[C:48](Cl)(=[O:70])[CH2:49][CH2:50]/[CH:51]=[CH:52]\[CH2:53]/[CH:54]=[CH:55]\[CH2:56]/[CH:57]=[CH:58]\[CH2:59]/[CH:60]=[CH:61]\[CH2:62]/[CH:63]=[CH:64]\[CH2:65]/[CH:66]=[CH:67]\[CH2:68][CH3:69]. The catalyst is C(Cl)Cl. The product is [O:22]1[C@H:23]2[O:27][CH2:26][CH2:25][C@H:24]2[C@@H:20]([O:19][C:17](=[O:18])[NH:16][C@H:8]([C@H:7]([OH:28])[CH2:6][N:5]([CH2:4][CH:2]([CH3:1])[CH3:3])[S:29]([C:32]2[CH:37]=[CH:36][C:35]([NH:38][C:48](=[O:70])[CH2:49][CH2:50]/[CH:51]=[CH:52]\[CH2:53]/[CH:54]=[CH:55]\[CH2:56]/[CH:57]=[CH:58]\[CH2:59]/[CH:60]=[CH:61]\[CH2:62]/[CH:63]=[CH:64]\[CH2:65]/[CH:66]=[CH:67]\[CH2:68][CH3:69])=[CH:34][CH:33]=2)(=[O:31])=[O:30])[CH2:9][C:10]2[CH:15]=[CH:14][CH:13]=[CH:12][CH:11]=2)[CH2:21]1. The yield is 0.510. (3) The reactants are [Cl:1][C:2]1[C:7]([N+:8]([O-])=O)=[C:6]([NH:11][CH2:12][CH2:13][NH:14][C:15](=[O:21])[O:16][C:17]([CH3:20])([CH3:19])[CH3:18])[CH:5]=[CH:4][N:3]=1.CO. The product is [NH2:8][C:7]1[C:2]([Cl:1])=[N:3][CH:4]=[CH:5][C:6]=1[NH:11][CH2:12][CH2:13][NH:14][C:15](=[O:21])[O:16][C:17]([CH3:18])([CH3:19])[CH3:20]. The yield is 0.870. The catalyst is [NH4+].[Cl-].[Fe]. (4) The reactants are [N:1]1([C:7](=[O:12])[CH2:8][C:9](=O)[CH3:10])[CH2:6][CH2:5][CH2:4][CH2:3][CH2:2]1.[NH2:13][C:14]1[CH:19]=[CH:18][C:17]([Cl:20])=[CH:16][C:15]=1[CH2:21][C:22]([C:24]1[CH:29]=[CH:28][CH:27]=[CH:26]C=1)=O.[O-]S(C(F)(F)F)(=O)=O.[Yb+3].[O-]S(C(F)(F)F)(=O)=O.[O-]S(C(F)(F)F)(=O)=O. The catalyst is C(O)C. The product is [Cl:20][C:17]1[CH:16]=[C:15]2[C:14](=[CH:19][CH:18]=1)[N:13]=[C:9]([CH3:10])[C:8]([C:7]([N:1]1[CH2:6][CH2:5][CH2:4][CH2:3][CH2:2]1)=[O:12])=[C:21]2[C:22]1[CH:24]=[CH:29][CH:28]=[CH:27][CH:26]=1. The yield is 0.480. (5) The reactants are Br[CH2:2][C:3]1[CH:8]=[CH:7][C:6]([C:9]([F:12])([F:11])[F:10])=[CH:5][C:4]=1[C:13]([F:16])([F:15])[F:14].[OH:17][C:18]1[CH:19]=[C:20]([CH:23]=[CH:24][C:25]=1[O:26][CH3:27])[CH:21]=[O:22].C(=O)([O-])[O-].[K+].[K+].O. The catalyst is CN(C)C=O.C(OCC)(=O)C. The product is [F:14][C:13]([F:16])([F:15])[C:4]1[CH:5]=[C:6]([C:9]([F:12])([F:11])[F:10])[CH:7]=[CH:8][C:3]=1[CH2:2][O:17][C:18]1[CH:19]=[C:20]([CH:23]=[CH:24][C:25]=1[O:26][CH3:27])[CH:21]=[O:22]. The yield is 1.00. (6) The catalyst is C1COCC1. The yield is 0.640. The product is [CH3:1][O:2][C:3]1[CH:8]=[C:7]([O:9][CH3:10])[CH:6]=[CH:5][C:4]=1[CH2:11][CH2:12][CH2:13][CH2:14][NH2:15]. The reactants are [CH3:1][O:2][C:3]1[CH:8]=[C:7]([O:9][CH3:10])[CH:6]=[CH:5][C:4]=1[CH2:11][CH2:12][CH2:13][CH2:14][N:15]=[N+]=[N-].[H-].[H-].[H-].[H-].[Li+].[Al+3]. (7) The reactants are Cl[C:2]1[NH:7][C:6]([NH2:21])([NH:8][CH:9]([C:11]2[CH:20]=[CH:19][C:18]3[C:13](=[CH:14][CH:15]=[CH:16][CH:17]=3)[CH:12]=2)[CH3:10])[N:5]=[CH:4][N:3]=1.C(O[C:27](=[O:45])[CH:28]([NH:37][C:38]([O:40][C:41]([CH3:44])([CH3:43])[CH3:42])=[O:39])[CH2:29][C:30]1[CH:35]=[CH:34][C:33]([OH:36])=[CH:32][CH:31]=1)(C)(C)C.[C:46](=O)([O-])[O-].[K+].[K+].[CH:52]([OH:55])([CH3:54])[CH3:53]. No catalyst specified. The product is [C:52]([O:55][C:27](=[O:45])[CH:28]([NH:37][C:38]([O:40][C:41]([CH3:42])([CH3:43])[CH3:44])=[O:39])[CH2:29][C:30]1[CH:31]=[CH:32][C:33]([O:36][C:4]2[N:3]=[C:2]([NH2:7])[N:21]=[C:6]([NH:8][CH:9]([C:11]3[CH:20]=[CH:19][C:18]4[C:13](=[CH:14][CH:15]=[CH:16][CH:17]=4)[CH:12]=3)[CH3:10])[N:5]=2)=[CH:34][CH:35]=1)([CH3:46])([CH3:54])[CH3:53]. The yield is 0.280. (8) The reactants are Cl[CH2:2][CH2:3][CH2:4][C:5]([O:7][CH2:8][CH3:9])=[O:6].[Cl:10][C:11]1[CH:30]=[CH:29][C:14]([NH:15][C:16]2[C:25]3[C:20](=[CH:21][C:22]([OH:28])=[C:23]([O:26][CH3:27])[CH:24]=3)[N:19]=[CH:18][N:17]=2)=[C:13]([F:31])[CH:12]=1.C(=O)([O-])[O-].[K+].[K+]. The catalyst is CN(C=O)C.C(Cl)Cl. The product is [Cl:10][C:11]1[CH:30]=[CH:29][C:14]([NH:15][C:16]2[C:25]3[C:20](=[CH:21][C:22]([O:28][CH2:2][CH2:3][CH2:4][C:5]([O:7][CH2:8][CH3:9])=[O:6])=[C:23]([O:26][CH3:27])[CH:24]=3)[N:19]=[CH:18][N:17]=2)=[C:13]([F:31])[CH:12]=1. The yield is 0.530. (9) The yield is 0.720. The product is [F:17][C:14]1[CH:15]=[CH:16][C:11]([C:10]([NH:9][C:6]2[CH:5]=[CH:4][C:3]([C:1]#[C:2][C:20]3[CH:21]=[N:22][CH:23]=[C:24]([CH:37]=3)[C:25]([N:27]=[S@@:28]([CH3:36])(=[O:35])[C:29]3[CH:34]=[CH:33][CH:32]=[CH:31][CH:30]=3)=[O:26])=[CH:8][CH:7]=2)=[O:18])=[CH:12][CH:13]=1. The reactants are [C:1]([C:3]1[CH:8]=[CH:7][C:6]([NH:9][C:10](=[O:18])[C:11]2[CH:16]=[CH:15][C:14]([F:17])=[CH:13][CH:12]=2)=[CH:5][CH:4]=1)#[CH:2].Br[C:20]1[CH:21]=[N:22][CH:23]=[C:24]([CH:37]=1)[C:25]([N:27]=[S:28]([CH3:36])(=[O:35])[C:29]1[CH:34]=[CH:33][CH:32]=[CH:31][CH:30]=1)=[O:26]. No catalyst specified.